Task: Predict which catalyst facilitates the given reaction.. Dataset: Catalyst prediction with 721,799 reactions and 888 catalyst types from USPTO (1) Reactant: [N:1]12[CH2:8][C:5]([CH2:9][OH:10])([CH2:6][CH2:7]1)[CH2:4][CH2:3][CH2:2]2.CC(OI1(OC(C)=O)(OC(C)=O)OC(=O)C2C=CC=CC1=2)=O. Product: [N:1]12[CH2:8][C:5]([CH:9]=[O:10])([CH2:6][CH2:7]1)[CH2:4][CH2:3][CH2:2]2. The catalyst class is: 4. (2) The catalyst class is: 11. Product: [Br:1][C:2]1[C:3]([CH2:10][CH3:11])=[C:4]([CH2:8][P:12](=[O:19])([O:16][CH2:17][CH3:18])[O:13][CH2:14][CH3:15])[CH:5]=[CH:6][CH:7]=1. Reactant: [Br:1][C:2]1[CH:7]=[CH:6][CH:5]=[C:4]([CH2:8]Br)[C:3]=1[CH2:10][CH3:11].[P:12]([O:19]CC)([O:16][CH2:17][CH3:18])[O:13][CH2:14][CH3:15]. (3) Reactant: [C:1]([O:5][C:6]([N:8]([CH2:61][CH2:62][N:63]([CH3:65])[CH3:64])[CH2:9][C:10]([C@H:12]1[C@@H:16]2[C@@H:17]3[C@@:30]([CH3:33])([CH2:31][CH2:32][C@@:15]2([C:51](=[O:60])[NH:52][CH2:53][CH2:54][C:55]([O:57]CC)=[O:56])[CH2:14][CH2:13]1)[C@@:29]1([CH3:34])[C@@H:20]([C@:21]2([CH3:50])[C@@H:26]([CH2:27][CH2:28]1)[C:25]([CH3:36])([CH3:35])[C:24]([C:37]1[CH:49]=[CH:48][C:40]([C:41]([O:43][C:44]([CH3:47])([CH3:46])[CH3:45])=[O:42])=[CH:39][CH:38]=1)=[CH:23][CH2:22]2)[CH2:19][CH2:18]3)=[CH2:11])=[O:7])([CH3:4])([CH3:3])[CH3:2].[OH-].[Na+]. Product: [C:1]([O:5][C:6]([N:8]([CH2:61][CH2:62][N:63]([CH3:64])[CH3:65])[CH2:9][C:10]([C@H:12]1[C@@H:16]2[C@@H:17]3[C@@:30]([CH3:33])([CH2:31][CH2:32][C@@:15]2([C:51]([NH:52][CH2:53][CH2:54][C:55]([OH:57])=[O:56])=[O:60])[CH2:14][CH2:13]1)[C@@:29]1([CH3:34])[C@@H:20]([C@:21]2([CH3:50])[C@@H:26]([CH2:27][CH2:28]1)[C:25]([CH3:36])([CH3:35])[C:24]([C:37]1[CH:49]=[CH:48][C:40]([C:41]([O:43][C:44]([CH3:45])([CH3:46])[CH3:47])=[O:42])=[CH:39][CH:38]=1)=[CH:23][CH2:22]2)[CH2:19][CH2:18]3)=[CH2:11])=[O:7])([CH3:2])([CH3:3])[CH3:4]. The catalyst class is: 12. (4) Reactant: [S:1]1(=[O:18])(=[O:17])[N:5]2[CH2:6][CH2:7][N:8](C(OC(C)(C)C)=O)[CH2:9][CH:4]2[CH2:3][CH2:2]1.C(O)(C(F)(F)F)=O. Product: [S:1]1(=[O:17])(=[O:18])[N:5]2[CH2:6][CH2:7][NH:8][CH2:9][CH:4]2[CH2:3][CH2:2]1. The catalyst class is: 4. (5) The catalyst class is: 56. Product: [Br:1][C:2]1[S:3][C:4]([CH:7]([OH:8])[CH2:9][CH3:10])=[CH:5][N:6]=1. Reactant: [Br:1][C:2]1[S:3][C:4]([CH:7]=[O:8])=[CH:5][N:6]=1.[CH2:9]([Mg]Br)[CH3:10].[Cl-].[NH4+]. (6) The catalyst class is: 34. Product: [Br:26][C:27]1[CH:28]=[C:29](/[CH:30]=[CH:4]/[C:2]#[N:3])[CH:32]=[CH:33][C:34]=1[F:35]. Reactant: [Br-].[C:2]([CH2:4][P+](C1C=CC=CC=1)(C1C=CC=CC=1)C1C=CC=CC=1)#[N:3].[OH-].[Na+].[Br:26][C:27]1[CH:28]=[C:29]([CH:32]=[CH:33][C:34]=1[F:35])[CH:30]=O.